This data is from Forward reaction prediction with 1.9M reactions from USPTO patents (1976-2016). The task is: Predict the product of the given reaction. (1) Given the reactants [CH3:1][O:2][C:3]1[CH:8]=[CH:7][C:6]([CH:9]([CH3:11])[CH3:10])=[CH:5][C:4]=1B(O)O.I[C:16]1[N:21]=[C:20]([NH2:22])[N:19]=[C:18]([NH:23][CH3:24])[CH:17]=1, predict the reaction product. The product is: [CH3:1][O:2][C:3]1[CH:8]=[CH:7][C:6]([CH:9]([CH3:11])[CH3:10])=[CH:5][C:4]=1[C:16]1[N:21]=[C:20]([NH2:22])[N:19]=[C:18]([NH:23][CH3:24])[CH:17]=1. (2) Given the reactants C(O[C:4]([CH:6]1[C:11](=O)[CH2:10][CH2:9][N:8]([CH2:13][C:14]2[CH:19]=[CH:18][CH:17]=[CH:16][CH:15]=2)[CH2:7]1)=[O:5])C.Cl.[Cl:21][C:22]1[CH:23]=[C:24]([CH:28]=[C:29]([Cl:31])[CH:30]=1)[C:25]([NH2:27])=[NH:26], predict the reaction product. The product is: [CH2:13]([N:8]1[CH2:9][CH2:10][C:11]2[N:27]=[C:25]([C:24]3[CH:28]=[C:29]([Cl:31])[CH:30]=[C:22]([Cl:21])[CH:23]=3)[N:26]=[C:4]([OH:5])[C:6]=2[CH2:7]1)[C:14]1[CH:15]=[CH:16][CH:17]=[CH:18][CH:19]=1. (3) Given the reactants C([O:9][CH2:10][CH2:11][O:12][CH2:13][CH2:14][N:15]1[C:23]2[C:22]([O:24][C:25]3[CH:30]=[CH:29][C:28]([NH2:31])=[C:27]([Cl:32])[CH:26]=3)=[N:21][CH:20]=[N:19][C:18]=2[CH:17]=[CH:16]1)(=O)C1C=CC=CC=1.N1C=CC=CC=1.Cl[C:40](OC1C=CC=CC=1)=[O:41].[F:49][C:50]([F:59])([F:58])[C:51]1[CH:52]=[C:53]([CH:55]=[CH:56][CH:57]=1)[NH2:54], predict the reaction product. The product is: [Cl:32][C:27]1[CH:26]=[C:25]([O:24][C:22]2[C:23]3[N:15]([CH2:14][CH2:13][O:12][CH2:11][CH2:10][OH:9])[CH:16]=[CH:17][C:18]=3[N:19]=[CH:20][N:21]=2)[CH:30]=[CH:29][C:28]=1[NH:31][C:40]([NH:54][C:53]1[CH:55]=[CH:56][CH:57]=[C:51]([C:50]([F:58])([F:59])[F:49])[CH:52]=1)=[O:41]. (4) Given the reactants [Si]([O:8][C:9]1[CH:14]=[CH:13][C:12]([C:15]2[N:16]=[C:17]([C:22]3[CH:27]=[CH:26][CH:25]=[CH:24][CH:23]=3)[C:18]([NH2:21])=[N:19][CH:20]=2)=[CH:11][CH:10]=1)(C(C)(C)C)(C)C.[Si]([O:35][C:36]1[CH:41]=[CH:40][C:39]([CH2:42][C:43](=O)[CH:44](OCC)[O:45]CC)=[CH:38][CH:37]=1)(C(C)(C)C)(C)C.Cl.CCCCCC, predict the reaction product. The product is: [OH:35][C:36]1[CH:37]=[CH:38][C:39]([CH2:42][C:43]2[C:44](=[O:45])[N:19]3[CH:20]=[C:15]([C:12]4[CH:11]=[CH:10][C:9]([OH:8])=[CH:14][CH:13]=4)[NH:16][C:17]([C:22]4[CH:23]=[CH:24][CH:25]=[CH:26][CH:27]=4)=[C:18]3[N:21]=2)=[CH:40][CH:41]=1. (5) Given the reactants [CH3:1][NH2:2].Cl[C:4]1[C:5]2[C:6]3[C:7]4[CH:27]=[CH:26][C:25]([O:28][CH3:29])=[CH:24][C:8]=4[N:9]=[C:10]([NH:18][CH2:19][CH2:20][N:21]([CH3:23])[CH3:22])[C:11]=3[C:12](=[O:17])[C:13]=2[CH:14]=[CH:15][N:16]=1, predict the reaction product. The product is: [CH3:23][N:21]([CH3:22])[CH2:20][CH2:19][NH:18][C:10]1[C:11]2[C:12](=[O:17])[C:13]3[CH:14]=[CH:15][N:16]=[C:4]([NH:2][CH3:1])[C:5]=3[C:6]=2[C:7]2[CH:27]=[CH:26][C:25]([O:28][CH3:29])=[CH:24][C:8]=2[N:9]=1.